Dataset: Catalyst prediction with 721,799 reactions and 888 catalyst types from USPTO. Task: Predict which catalyst facilitates the given reaction. (1) Reactant: [F:1][C:2]1[CH:7]=[CH:6][C:5]([CH2:8][O:9][C:10]2[N:14]([C:15]3[CH:20]=[C:19]([C:21]#[N:22])[CH:18]=[CH:17][N:16]=3)[N:13]=[CH:12][C:11]=2[CH2:23][CH2:24][OH:25])=[CH:4][CH:3]=1.CCN(CC)CC.[CH3:33][S:34](Cl)(=[O:36])=[O:35].O. Product: [CH3:33][S:34]([O:25][CH2:24][CH2:23][C:11]1[CH:12]=[N:13][N:14]([C:15]2[CH:20]=[C:19]([C:21]#[N:22])[CH:18]=[CH:17][N:16]=2)[C:10]=1[O:9][CH2:8][C:5]1[CH:6]=[CH:7][C:2]([F:1])=[CH:3][CH:4]=1)(=[O:36])=[O:35]. The catalyst class is: 2. (2) Product: [NH2:8][CH2:9][CH2:10][CH2:11][C@H:12]([NH:16][C:17]([C:19]1[C:20](=[O:36])[N:21]([CH2:25][C:26]2[CH:31]=[CH:30][CH:29]=[CH:28][C:27]=2[C:32]([F:33])([F:34])[F:35])[CH:22]=[CH:23][CH:24]=1)=[O:18])[C:13]([OH:15])=[O:14].[C:37]([OH:43])([C:39]([F:42])([F:41])[F:40])=[O:38]. Reactant: C(OC([NH:8][CH2:9][CH2:10][CH2:11][C@H:12]([NH:16][C:17]([C:19]1[C:20](=[O:36])[N:21]([CH2:25][C:26]2[CH:31]=[CH:30][CH:29]=[CH:28][C:27]=2[C:32]([F:35])([F:34])[F:33])[CH:22]=[CH:23][CH:24]=1)=[O:18])[C:13]([OH:15])=[O:14])=O)(C)(C)C.[C:37]([OH:43])([C:39]([F:42])([F:41])[F:40])=[O:38]. The catalyst class is: 4. (3) Product: [CH2:21]1[C:20]2([CH2:23][N:16]([C:8]3[CH:7]=[C:6]([C:5]4[C:4](=[O:31])[NH:60][C:58](=[O:59])[C:57]=4[C:49]4[C:50]5[C:55](=[CH:54][CH:53]=[CH:52][CH:51]=5)[N:63]([CH3:61])[CH:48]=4)[C:15]4[C:10]([CH:9]=3)=[CH:11][CH:12]=[CH:13][CH:14]=4)[CH2:17][CH2:18][NH:19]2)[CH2:22]1. The catalyst class is: 121. Reactant: C(O[C:4](=[O:31])[CH2:5][C:6]1[C:15]2[C:10](=[CH:11][CH:12]=[CH:13][CH:14]=2)[CH:9]=[C:8]([N:16]2[CH2:23][C:20]3([CH2:22][CH2:21]3)[N:19](CC3C=CC=CC=3)[CH2:18][CH2:17]2)[CH:7]=1)C.C(N1CCN(C2[CH:48]=[C:49]([CH2:57][C:58]([NH2:60])=[O:59])[C:50]3[C:55](C=2)=[CH:54][CH:53]=[CH:52][CH:51]=3)CC21CC2)C1C=CC=CC=1.[CH:61]([NH2:63])=O.C[O-].[Na+]. (4) Reactant: [CH3:1][O:2][C:3]1[C:7]2[C:8](=[O:25])[N:9]([CH2:16][C:17](=[O:24])[C:18]3[CH:23]=[CH:22][CH:21]=[CH:20][CH:19]=3)[C:10]3[CH:11]=[CH:12][CH:13]=[CH:14][C:15]=3[C:6]=2[S:5][C:4]=1[C:26]([N:28]([CH3:39])[CH2:29][CH2:30][NH:31]C(=O)OC(C)(C)C)=[O:27].C(OC(=O)C)C.[ClH:46]. Product: [ClH:46].[NH2:31][CH2:30][CH2:29][N:28]([CH3:39])[C:26]([C:4]1[S:5][C:6]2[C:15]3[CH:14]=[CH:13][CH:12]=[CH:11][C:10]=3[N:9]([CH2:16][C:17](=[O:24])[C:18]3[CH:19]=[CH:20][CH:21]=[CH:22][CH:23]=3)[C:8](=[O:25])[C:7]=2[C:3]=1[O:2][CH3:1])=[O:27]. The catalyst class is: 13. (5) The catalyst class is: 648. Reactant: [Cl:1][C:2]1[CH:3]=[C:4]([N:9]2[CH:20]([CH2:21]I)[CH2:19][C:18]3[C:23]4[C:10]2=[N:11][CH:12]=[N:13][C:14]=4[CH:15]=[C:16]([O:26][CH3:27])[C:17]=3[O:24][CH3:25])[CH:5]=[CH:6][C:7]=1[F:8].C1CCN2C(=NCCC2)CC1. Product: [Cl:1][C:2]1[CH:3]=[C:4]([N:9]2[C:20]([CH3:21])=[CH:19][C:18]3[C:23]4[C:10]2=[N:11][CH:12]=[N:13][C:14]=4[CH:15]=[C:16]([O:26][CH3:27])[C:17]=3[O:24][CH3:25])[CH:5]=[CH:6][C:7]=1[F:8].